This data is from Reaction yield outcomes from USPTO patents with 853,638 reactions. The task is: Predict the reaction yield, written as a fraction of the theoretical maximum amount of product (1.0 means a 100% yield; for example, 0.34 means a 34% yield). (1) The reactants are [H-].[Na+].[F:3][C:4]([F:9])([F:8])[CH2:5][CH2:6][NH2:7].[Br:10][C:11]1[CH:12]=[N:13][C:14](I)=[N:15][CH:16]=1. The catalyst is O1CCCC1. The product is [Br:10][C:11]1[CH:12]=[N:13][C:14]([NH:7][CH2:6][CH2:5][C:4]([F:9])([F:8])[F:3])=[N:15][CH:16]=1. The yield is 0.480. (2) The reactants are [Cl:1][C:2]1[N:3]=[C:4]([N:9]2[CH2:13][CH2:12][CH:11]([OH:14])[CH2:10]2)[S:5][C:6]=1[CH:7]=O.[NH2:15][C:16]1[C:21]([NH2:22])=[C:20]([NH:23][C@@H:24]2[C@@H:29]3[CH2:30][C@@H:26]([CH:27]=[CH:28]3)[C@@H:25]2[C:31]([NH2:33])=[O:32])[C:19]([Br:34])=[CH:18][N:17]=1.C([O-])(=O)C.[NH4+]. No catalyst specified. The product is [Br:34][C:19]1[C:20]([NH:23][C@@H:24]2[C@@H:29]3[CH2:30][C@@H:26]([CH:27]=[CH:28]3)[C@@H:25]2[C:31]([NH2:33])=[O:32])=[C:21]2[N:22]=[C:7]([C:6]3[S:5][C:4]([N:9]4[CH2:13][CH2:12][C@@H:11]([OH:14])[CH2:10]4)=[N:3][C:2]=3[Cl:1])[NH:15][C:16]2=[N:17][CH:18]=1. The yield is 0.0400. (3) The reactants are Cl.[NH2:2][CH2:3][C:4]1[CH:5]=[C:6]2[C:10](=[CH:11][CH:12]=1)[C:9](=[O:13])[N:8]([CH:14]1[CH2:19][CH2:18][C:17](=[O:20])[NH:16][C:15]1=[O:21])[C:7]2=[O:22].[CH3:23][C:24]1[CH:32]=[CH:31][C:27]([C:28](Cl)=[O:29])=[CH:26][CH:25]=1.CCN(C(C)C)C(C)C. The catalyst is CC#N. The product is [O:21]=[C:15]1[CH:14]([N:8]2[C:7](=[O:22])[C:6]3[C:10](=[CH:11][CH:12]=[C:4]([CH2:3][NH:2][C:28](=[O:29])[C:27]4[CH:31]=[CH:32][C:24]([CH3:23])=[CH:25][CH:26]=4)[CH:5]=3)[C:9]2=[O:13])[CH2:19][CH2:18][C:17](=[O:20])[NH:16]1. The yield is 0.700. (4) The reactants are [NH2:1][C:2]1[C:7]([C:8]([OH:10])=O)=[C:6]([C:11]([F:14])([F:13])[F:12])[N:5]=[CH:4][CH:3]=1.C(N(CC)CC)C.[CH3:22][C@@H:23]([NH2:31])[CH2:24][C:25]1[CH:30]=[CH:29][CH:28]=[CH:27][CH:26]=1.CN(C(ON1N=NC2C=CC=CC1=2)=[N+](C)C)C.F[P-](F)(F)(F)(F)F. The catalyst is ClCCl.CN(C=O)C. The product is [NH2:1][C:2]1[C:7]([C:8]([NH:31][C@H:23]([CH3:22])[CH2:24][C:25]2[CH:30]=[CH:29][CH:28]=[CH:27][CH:26]=2)=[O:10])=[C:6]([C:11]([F:14])([F:13])[F:12])[N:5]=[CH:4][CH:3]=1. The yield is 0.920. (5) The reactants are [C:1]([O:5][C:6](=[O:18])[NH:7][CH2:8][CH:9]1[CH2:14][CH2:13][N:12]([CH2:15][CH2:16][NH2:17])[CH2:11][CH2:10]1)([CH3:4])([CH3:3])[CH3:2].CCN(C(C)C)C(C)C.[CH:28]1([S:31](Cl)(=[O:33])=[O:32])[CH2:30][CH2:29]1.O. The catalyst is C(Cl)Cl. The product is [C:1]([O:5][C:6](=[O:18])[NH:7][CH2:8][CH:9]1[CH2:14][CH2:13][N:12]([CH2:15][CH2:16][NH:17][S:31]([CH:28]2[CH2:30][CH2:29]2)(=[O:33])=[O:32])[CH2:11][CH2:10]1)([CH3:4])([CH3:2])[CH3:3]. The yield is 0.780. (6) The reactants are [F:1][C:2]1[CH:7]=[CH:6][C:5]([N:8]2[C:16]3[C:11](=[CH:12][CH:13]=[CH:14][CH:15]=3)[C:10](O[C@H](C3C=CC=CC=3)[C@@H](N)C)=[N:9]2)=[CH:4][CH:3]=1.[CH:28]1([S:31](Cl)(=[O:33])=[O:32])[CH2:30][CH2:29]1.[C:35](O)([C:37](F)(F)F)=[O:36].C([N:44]([CH2:47][CH3:48])CC)C. The catalyst is N1C=CC=CC=1.O.CC#N. The product is [F:1][C:2]1[CH:3]=[CH:4][C:5]([N:8]2[C:16]3[C:11](=[CH:12][C:13]([O:36][C@H:35]([C:37]4[CH:6]=[CH:7][CH:2]=[CH:3][CH:4]=4)[C@@H:47]([NH:44][S:31]([CH:28]4[CH2:30][CH2:29]4)(=[O:33])=[O:32])[CH3:48])=[CH:14][CH:15]=3)[CH:10]=[N:9]2)=[CH:6][CH:7]=1. The yield is 0.330. (7) The reactants are [CH3:1][CH:2]([CH3:20])[C:3]([C:5]1[C:6]([C:14]2[CH:19]=[CH:18][CH:17]=[CH:16][CH:15]=2)=[N:7][N:8]2[CH:13]=[CH:12][CH:11]=[CH:10][C:9]=12)=O.Cl.[NH2:22][OH:23].[OH-].[Na+].Cl. The catalyst is CCO.O. The product is [CH3:1][CH:2]([CH3:20])[C:3]([C:5]1[C:6]([C:14]2[CH:19]=[CH:18][CH:17]=[CH:16][CH:15]=2)=[N:7][N:8]2[CH:13]=[CH:12][CH:11]=[CH:10][C:9]=12)=[N:22][OH:23]. The yield is 0.301. (8) The product is [F:32][C:33]1[CH:38]=[CH:37][CH:36]=[CH:35][C:34]=1[C:22]1[C:5]2[O:6][C@@H:7]([CH2:10][O:11][S:12]([C:15]3[CH:20]=[CH:19][C:18]([CH3:21])=[CH:17][CH:16]=3)(=[O:14])=[O:13])[CH2:8][O:9][C:4]=2[CH:3]=[C:2]([Cl:1])[CH:23]=1. The yield is 0.520. The reactants are [Cl:1][C:2]1[CH:23]=[C:22](OS(C(F)(F)F)(=O)=O)[C:5]2[O:6][C@@H:7]([CH2:10][O:11][S:12]([C:15]3[CH:20]=[CH:19][C:18]([CH3:21])=[CH:17][CH:16]=3)(=[O:14])=[O:13])[CH2:8][O:9][C:4]=2[CH:3]=1.[F:32][C:33]1[CH:38]=[CH:37][CH:36]=[CH:35][C:34]=1B(O)O. No catalyst specified. (9) The catalyst is C(#N)C.O.C(OCC)(=O)C.CS(C)=O. The product is [O:7]=[C:4]1[O:5][N:47]=[C:46]([C:41]2[CH:42]=[CH:43][CH:44]=[CH:45][C:40]=2[C:37]2[CH:38]=[CH:39][C:34]([CH2:33][C:30]3[C:31](=[O:32])[N:26]([C@H:23]4[CH2:22][CH2:21][C@H:20]([O:19][CH2:18][C:17](=[O:16])[CH3:54])[CH2:25][CH2:24]4)[C:27]4[N:28]([N:51]=[CH:52][N:53]=4)[C:29]=3[CH2:48][CH2:49][CH3:50])=[CH:35][CH:36]=2)[NH:3]1. The reactants are [Cl-].O[NH3+:3].[C:4](=[O:7])([O-])[OH:5].[Na+].[Si]([O:16][CH:17]([CH3:54])[CH2:18][O:19][C@H:20]1[CH2:25][CH2:24][C@H:23]([N:26]2[C:31](=[O:32])[C:30]([CH2:33][C:34]3[CH:39]=[CH:38][C:37]([C:40]4[C:41]([C:46]#[N:47])=[CH:42][CH:43]=[CH:44][CH:45]=4)=[CH:36][CH:35]=3)=[C:29]([CH2:48][CH2:49][CH3:50])[N:28]3[N:51]=[CH:52][N:53]=[C:27]23)[CH2:22][CH2:21]1)(C(C)(C)C)(C)C.CC(OI1(OC(C)=O)(OC(C)=O)OC(=O)C2C=CC=CC1=2)=O.S([O-])([O-])(=O)=S.[Na+].[Na+]. The yield is 0.310.